Dataset: Catalyst prediction with 721,799 reactions and 888 catalyst types from USPTO. Task: Predict which catalyst facilitates the given reaction. Reactant: [O:1]=[C:2]1[CH:7]=[CH:6][N:5]([C:8]([O:10][CH3:11])=[O:9])[CH:4]([CH2:12][CH2:13][C:14]2[CH:19]=[CH:18][CH:17]=[CH:16][CH:15]=2)[CH2:3]1. The catalyst class is: 99. Product: [O:1]=[C:2]1[CH2:7][CH2:6][N:5]([C:8]([O:10][CH3:11])=[O:9])[CH:4]([CH2:12][CH2:13][C:14]2[CH:15]=[CH:16][CH:17]=[CH:18][CH:19]=2)[CH2:3]1.